Task: Predict the product of the given reaction.. Dataset: Forward reaction prediction with 1.9M reactions from USPTO patents (1976-2016) (1) Given the reactants C([N:8]1[CH:13]2[CH:14]([N:16]3[CH:20]=[N:19][N:18]=[N:17]3)[CH2:15][C:9]1([C:37]1[CH:42]=[CH:41][CH:40]=[CH:39][CH:38]=1)[CH:10]([O:21][CH2:22][C:23]1[CH:28]=[C:27]([C:29]([F:32])([F:31])[F:30])[CH:26]=[C:25]([C:33]([F:36])([F:35])[F:34])[CH:24]=1)[CH2:11][CH2:12]2)C1C=CC=CC=1.[ClH:43], predict the reaction product. The product is: [ClH:43].[F:31][C:29]([F:30])([F:32])[C:27]1[CH:28]=[C:23]([CH2:22][O:21][C@@H:10]2[CH2:11][CH2:12][C@@H:13]3[NH:8][C@@:9]2([C:37]2[CH:38]=[CH:39][CH:40]=[CH:41][CH:42]=2)[CH2:15][C@H:14]3[N:16]2[CH:20]=[N:19][N:18]=[N:17]2)[CH:24]=[C:25]([C:33]([F:34])([F:36])[F:35])[CH:26]=1. (2) Given the reactants [NH2:1][C:2]1[N:6]([CH3:7])[C:5](=[O:8])[C:4]([C:15]2[CH:20]=[CH:19][CH:18]=[C:17](Br)[CH:16]=2)([C:9]2[CH:14]=[CH:13][CH:12]=[CH:11][CH:10]=2)[N:3]=1.[C:22]([N:25]1[CH2:34][CH2:33][C:32]2[C:27](=[CH:28][CH:29]=[CH:30][C:31]=2B2OC(C)(C)C(C)(C)O2)[CH2:26]1)(=[O:24])[CH3:23], predict the reaction product. The product is: [C:22]([N:25]1[CH2:34][CH2:33][C:32]2[C:27](=[CH:28][CH:29]=[CH:30][C:31]=2[C:17]2[CH:16]=[C:15]([C:4]3([C:9]4[CH:14]=[CH:13][CH:12]=[CH:11][CH:10]=4)[N:3]=[C:2]([NH2:1])[N:6]([CH3:7])[C:5]3=[O:8])[CH:20]=[CH:19][CH:18]=2)[CH2:26]1)(=[O:24])[CH3:23].